This data is from Full USPTO retrosynthesis dataset with 1.9M reactions from patents (1976-2016). The task is: Predict the reactants needed to synthesize the given product. The reactants are: C([O:3][C:4](=[O:28])[CH2:5][CH:6]1[C:14]2[C:9](=[C:10]([Br:27])[C:11]([O:16][C:17]3[CH:22]=[CH:21][C:20]([OH:23])=[C:19]([CH:24]([CH3:26])[CH3:25])[CH:18]=3)=[C:12]([Br:15])[CH:13]=2)[CH2:8][CH2:7]1)C.C(=O)([O-])[O-].[K+].[K+].Br[CH2:36][C:37]1[CH:46]=[CH:45][C:40]([C:41]([O:43]C)=[O:42])=[CH:39][CH:38]=1. Given the product [Br:27][C:10]1[C:11]([O:16][C:17]2[CH:22]=[CH:21][C:20]([O:23][CH2:36][C:37]3[CH:46]=[CH:45][C:40]([C:41]([OH:43])=[O:42])=[CH:39][CH:38]=3)=[C:19]([CH:24]([CH3:26])[CH3:25])[CH:18]=2)=[C:12]([Br:15])[CH:13]=[C:14]2[C:9]=1[CH2:8][CH2:7][CH:6]2[CH2:5][C:4]([OH:3])=[O:28], predict the reactants needed to synthesize it.